This data is from Reaction yield outcomes from USPTO patents with 853,638 reactions. The task is: Predict the reaction yield, written as a fraction of the theoretical maximum amount of product (1.0 means a 100% yield; for example, 0.34 means a 34% yield). (1) The reactants are [Br:1]Br.[CH3:3][C:4]([C:6]1[CH:11]=[CH:10][C:9]([Br:12])=[CH:8][CH:7]=1)=[O:5]. The catalyst is C(Cl)Cl.O. The product is [Br:1][CH2:3][C:4]([C:6]1[CH:11]=[CH:10][C:9]([Br:12])=[CH:8][CH:7]=1)=[O:5]. The yield is 0.860. (2) The reactants are [OH:1][C:2]1[CH:7]=[CH:6][C:5]([C:8]2[CH:9]=[C:10]3[C:15](=[CH:16][CH:17]=2)[N:14]=[C:13]([C:18]([O:20][CH3:21])=[O:19])[CH:12]=[CH:11]3)=[CH:4][CH:3]=1.C1(P(C2C=CC=CC=2)C2C=CC=CC=2)C=CC=CC=1.[Cl:41][C:42]1[CH:47]=[CH:46][CH:45]=[C:44]([Cl:48])[C:43]=1[C:49]1[C:53]([CH2:54]O)=[C:52]([C@@H:56]([CH3:59])[CH2:57][CH3:58])[O:51][N:50]=1.N(C(OC(C)C)=O)=NC(OC(C)C)=O. The catalyst is ClCCl. The product is [Cl:48][C:44]1[CH:45]=[CH:46][CH:47]=[C:42]([Cl:41])[C:43]=1[C:49]1[C:53]([CH2:54][O:1][C:2]2[CH:7]=[CH:6][C:5]([C:8]3[CH:9]=[C:10]4[C:15](=[CH:16][CH:17]=3)[N:14]=[C:13]([C:18]([O:20][CH3:21])=[O:19])[CH:12]=[CH:11]4)=[CH:4][CH:3]=2)=[C:52]([C@@H:56]([CH3:59])[CH2:57][CH3:58])[O:51][N:50]=1. The yield is 0.420. (3) The reactants are [H-].[Na+].[Br:3][C:4]1[CH:5]=[C:6]([C:12]2[N:16]=[C:15]([C:17]([O:19][CH2:20][CH3:21])=[O:18])[O:14][N:13]=2)[CH:7]=[C:8]([Br:11])[C:9]=1[OH:10].[CH3:22][O:23][C:24]1[CH:31]=[CH:30][C:27]([CH2:28]Cl)=[CH:26][CH:25]=1.O. The catalyst is CN(C)C=O. The product is [Br:3][C:4]1[CH:5]=[C:6]([C:12]2[N:16]=[C:15]([C:17]([O:19][CH2:20][CH3:21])=[O:18])[O:14][N:13]=2)[CH:7]=[C:8]([Br:11])[C:9]=1[O:10][CH2:28][C:27]1[CH:30]=[CH:31][C:24]([O:23][CH3:22])=[CH:25][CH:26]=1. The yield is 0.650. (4) The reactants are [OH:1][CH2:2][C@:3]([C:6]1[CH:25]=[CH:24][C:9]([C:10]([NH:12][C:13]2[N:18]=[CH:17][C:16]3[CH:19]=[CH:20][N:21]([CH2:22][CH3:23])[C:15]=3[CH:14]=2)=[O:11])=[CH:8][CH:7]=1)([OH:5])[CH3:4].[Cl:26]N1C(=O)CCC1=O. The catalyst is CN(C=O)C. The product is [Cl:26][C:19]1[C:16]2[CH:17]=[N:18][C:13]([NH:12][C:10](=[O:11])[C:9]3[CH:24]=[CH:25][C:6]([C@@:3]([OH:5])([CH3:4])[CH2:2][OH:1])=[CH:7][CH:8]=3)=[CH:14][C:15]=2[N:21]([CH2:22][CH3:23])[CH:20]=1. The yield is 0.220.